From a dataset of Reaction yield outcomes from USPTO patents with 853,638 reactions. Predict the reaction yield, written as a fraction of the theoretical maximum amount of product (1.0 means a 100% yield; for example, 0.34 means a 34% yield). (1) The reactants are [NH2:1][C:2]1[CH:7]=[CH:6][CH:5]=[C:4]([Cl:8])[C:3]=1[CH:9]([OH:19])[CH2:10][C:11]1[CH:16]=[CH:15][C:14]([F:17])=[C:13]([F:18])[CH:12]=1.[C:20](OCC)(=[O:22])C. No catalyst specified. The product is [Cl:8][C:4]1[C:3]2[CH:9]([CH2:10][C:11]3[CH:16]=[CH:15][C:14]([F:17])=[C:13]([F:18])[CH:12]=3)[O:19][C:20](=[O:22])[NH:1][C:2]=2[CH:7]=[CH:6][CH:5]=1. The yield is 0.640. (2) The reactants are Br[C:2]1[CH:3]=[C:4]2[C:31](=[CH:32][CH:33]=1)[C:8]1[NH:9][C:10]([C@@H:12]3[CH2:16][C@H:15]([CH2:17][O:18][CH3:19])[CH2:14][N:13]3[C:20](=[O:30])[C@@H:21]([NH:25][C:26](=[O:29])[O:27][CH3:28])[CH:22]([CH3:24])[CH3:23])=[N:11][C:7]=1[CH:6]=[CH:5]2.[CH3:34][CH:35]([CH3:71])[C@H:36]([NH:66][C:67](=[O:70])[O:68][CH3:69])[C:37](=[O:65])[N:38]1[CH2:42][CH2:41][CH2:40][C@H:39]1[C:43]1[NH:47][C:46]2[C:48]3[C:53]([CH:54]=[CH:55][C:45]=2[N:44]=1)=[CH:52][C:51](B1OC(C)(C)C(C)(C)O1)=[CH:50][CH:49]=3.C([O-])([O-])=O.[K+].[K+]. The catalyst is COCCOC.C1C=CC([P]([Pd]([P](C2C=CC=CC=2)(C2C=CC=CC=2)C2C=CC=CC=2)([P](C2C=CC=CC=2)(C2C=CC=CC=2)C2C=CC=CC=2)[P](C2C=CC=CC=2)(C2C=CC=CC=2)C2C=CC=CC=2)(C2C=CC=CC=2)C2C=CC=CC=2)=CC=1. The product is [CH3:69][O:68][C:67]([NH:66][C@@H:36]([CH:35]([CH3:71])[CH3:34])[C:37]([N:38]1[CH2:42][CH2:41][CH2:40][C@H:39]1[C:43]1[NH:47][C:46]2[C:48]3[C:53]([CH:54]=[CH:55][C:45]=2[N:44]=1)=[CH:52][C:51]([C:2]1[CH:3]=[C:4]2[C:31](=[CH:32][CH:33]=1)[C:8]1[NH:9][C:10]([C@@H:12]4[CH2:16][C@H:15]([CH2:17][O:18][CH3:19])[CH2:14][N:13]4[C:20](=[O:30])[C@@H:21]([NH:25][C:26](=[O:29])[O:27][CH3:28])[CH:22]([CH3:24])[CH3:23])=[N:11][C:7]=1[CH:6]=[CH:5]2)=[CH:50][CH:49]=3)=[O:65])=[O:70]. The yield is 0.420. (3) The reactants are [OH:1][C:2]1[C:7]([C:8]#[N:9])=[CH:6][N:5]=[CH:4][CH:3]=1.[I:10]I.[OH-].[Na+]. The catalyst is O. The product is [OH:1][C:2]1[C:7]([C:8]#[N:9])=[CH:6][N:5]=[CH:4][C:3]=1[I:10]. The yield is 0.610. (4) The reactants are [CH3:1][O:2][C:3]1[CH:11]=[C:10]([CH3:12])[CH:9]=[CH:8][C:4]=1[C:5](O)=[O:6].[CH3:13][S:14]([NH2:17])(=[O:16])=[O:15].Cl.CN(C)CCCN=C=NCC. The catalyst is CN(C)C1C=CN=CC=1.C(Cl)Cl. The product is [CH3:1][O:2][C:3]1[CH:11]=[C:10]([CH3:12])[CH:9]=[CH:8][C:4]=1[C:5]([NH:17][S:14]([CH3:13])(=[O:16])=[O:15])=[O:6]. The yield is 0.630. (5) The reactants are [C:1]([C:5]1[O:6][C:7]2[C:13]([C@:14]([C@@H:22]3[CH2:27][CH2:26][CH2:25][N:24](C(OC(C)(C)C)=O)[CH2:23]3)([OH:21])[CH2:15][CH2:16][CH2:17][CH2:18][O:19][CH3:20])=[CH:12][CH:11]=[CH:10][C:8]=2[CH:9]=1)([CH3:4])([CH3:3])[CH3:2]. The catalyst is C(O)(C(F)(F)F)=O.C(Cl)Cl. The product is [C:1]([C:5]1[O:6][C:7]2[C:13]([C@:14]([C@@H:22]3[CH2:27][CH2:26][CH2:25][NH:24][CH2:23]3)([OH:21])[CH2:15][CH2:16][CH2:17][CH2:18][O:19][CH3:20])=[CH:12][CH:11]=[CH:10][C:8]=2[CH:9]=1)([CH3:4])([CH3:2])[CH3:3]. The yield is 0.940.